Dataset: Reaction yield outcomes from USPTO patents with 853,638 reactions. Task: Predict the reaction yield, written as a fraction of the theoretical maximum amount of product (1.0 means a 100% yield; for example, 0.34 means a 34% yield). (1) The reactants are [Cl-].O[NH3+:3].[C:4](=[O:7])([O-])[OH:5].[Na+].CS(C)=O.[CH:13]([S:16][C:17]1[CH:22]=[CH:21][C:20]([N:23]2[C:28](=[O:29])[C:27]([CH2:30][C:31]3[CH:36]=[CH:35][C:34]([C:37]4[C:38]([C:43]#[N:44])=[CH:39][CH:40]=[CH:41][CH:42]=4)=[CH:33][CH:32]=3)=[C:26]([CH2:45][CH2:46][CH3:47])[N:25]=[C:24]2[CH3:48])=[CH:19][CH:18]=1)([CH3:15])[CH3:14]. The catalyst is O.C(OCC)(=O)C. The product is [CH:13]([S:16][C:17]1[CH:18]=[CH:19][C:20]([N:23]2[C:28](=[O:29])[C:27]([CH2:30][C:31]3[CH:36]=[CH:35][C:34]([C:37]4[CH:42]=[CH:41][CH:40]=[CH:39][C:38]=4[C:43]4[NH:3][C:4](=[O:7])[O:5][N:44]=4)=[CH:33][CH:32]=3)=[C:26]([CH2:45][CH2:46][CH3:47])[N:25]=[C:24]2[CH3:48])=[CH:21][CH:22]=1)([CH3:15])[CH3:14]. The yield is 0.670. (2) The reactants are [CH3:1][O:2][CH2:3][CH2:4][NH:5][CH2:6][CH2:7][O:8][CH3:9].[CH:10](O)=O.C=O.Cl. No catalyst specified. The product is [CH3:1][O:2][CH2:3][CH2:4][N:5]([CH2:6][CH2:7][O:8][CH3:9])[CH3:10]. The yield is 0.500. (3) The reactants are [F:1][C:2]1[CH:7]=[CH:6][C:5]([N:8]2[C:12]([CH:13]([CH3:15])[CH3:14])=[C:11]([NH2:16])[CH:10]=[N:9]2)=[CH:4][CH:3]=1.[Cl:17][C:18]1[C:19]([C:30]([F:33])([F:32])[F:31])=[N:20][N:21]([CH:24]([CH2:28][CH3:29])[C:25](O)=[O:26])[C:22]=1[CH3:23].C(N(C(C)C)CC)(C)C.CN(C(ON1N=NC2C=CC=NC1=2)=[N+](C)C)C.F[P-](F)(F)(F)(F)F. The catalyst is CN(C=O)C.O. The product is [Cl:17][C:18]1[C:19]([C:30]([F:32])([F:31])[F:33])=[N:20][N:21]([CH:24]([CH2:28][CH3:29])[C:25]([NH:16][C:11]2[CH:10]=[N:9][N:8]([C:5]3[CH:4]=[CH:3][C:2]([F:1])=[CH:7][CH:6]=3)[C:12]=2[CH:13]([CH3:14])[CH3:15])=[O:26])[C:22]=1[CH3:23]. The yield is 0.310. (4) The reactants are [C:1]([C:3]1[CH:4]=[C:5]2[C:10](=[CH:11][C:12]=1[O:13][CH2:14][CH2:15][O:16][CH3:17])[N:9]=[CH:8][CH:7]=[C:6]2[O:18][C:19]1[CH:24]=[CH:23][C:22]([NH:25][C:26]([NH:28][C:29]2[CH:34]=[CH:33][C:32]([F:35])=[CH:31][CH:30]=2)=[O:27])=[CH:21][CH:20]=1)#[N:2].[OH-:36].[Na+].Cl. The catalyst is CS(C)=O.O. The product is [F:35][C:32]1[CH:31]=[CH:30][C:29]([NH:28][C:26]([NH:25][C:22]2[CH:21]=[CH:20][C:19]([O:18][C:6]3[C:5]4[C:10](=[CH:11][C:12]([O:13][CH2:14][CH2:15][O:16][CH3:17])=[C:3]([C:1]([NH2:2])=[O:36])[CH:4]=4)[N:9]=[CH:8][CH:7]=3)=[CH:24][CH:23]=2)=[O:27])=[CH:34][CH:33]=1. The yield is 0.573. (5) The reactants are [Li+].CC([N-]C(C)C)C.[C:9]([O:12][C:13]([CH3:16])([CH3:15])[CH3:14])(=[O:11])[CH3:10].[CH:17]1[C:26]2[C:21](=[CH:22][CH:23]=[CH:24][CH:25]=2)[CH:20]=[CH:19][C:18]=1[S:27]([C:30]1([CH:33]=[O:34])[CH2:32][CH2:31]1)(=[O:29])=[O:28].C(Cl)Cl. The catalyst is C1COCC1.C(Cl)Cl.CCOC(C)=O. The product is [OH:34][CH:33]([C:30]1([S:27]([C:18]2[CH:19]=[CH:20][C:21]3[C:26](=[CH:25][CH:24]=[CH:23][CH:22]=3)[CH:17]=2)(=[O:29])=[O:28])[CH2:32][CH2:31]1)[CH2:10][C:9]([O:12][C:13]([CH3:16])([CH3:15])[CH3:14])=[O:11]. The yield is 0.980.